This data is from Forward reaction prediction with 1.9M reactions from USPTO patents (1976-2016). The task is: Predict the product of the given reaction. (1) Given the reactants Br[C:2]1[CH:3]=[C:4]([C:8]2([C:11]([O:13][CH3:14])=[O:12])[CH2:10][CH2:9]2)[CH:5]=[CH:6][CH:7]=1.[CH3:15][C:16]1([CH3:32])[C:20]([CH3:22])([CH3:21])[O:19][B:18]([B:18]2[O:19][C:20]([CH3:22])([CH3:21])[C:16]([CH3:32])([CH3:15])[O:17]2)[O:17]1.C([O-])(=O)C.[K+], predict the reaction product. The product is: [CH3:15][C:16]1([CH3:32])[C:20]([CH3:22])([CH3:21])[O:19][B:18]([C:2]2[CH:3]=[C:4]([C:8]3([C:11]([O:13][CH3:14])=[O:12])[CH2:10][CH2:9]3)[CH:5]=[CH:6][CH:7]=2)[O:17]1. (2) Given the reactants [C:1]([O:5][CH2:6][C:7]1[CH:8]=[CH:9][C:10](Cl)=[N:11][CH:12]=1)([CH3:4])([CH3:3])[CH3:2].O.[NH2:15][NH2:16], predict the reaction product. The product is: [C:1]([O:5][CH2:6][C:7]1[CH:8]=[CH:9][C:10]([NH:15][NH2:16])=[N:11][CH:12]=1)([CH3:4])([CH3:3])[CH3:2]. (3) Given the reactants [F:1][C:2]([F:38])([F:37])[C:3]1[CH:4]=[C:5]([C@H:13]([O:15][C@@H:16]2[C@@H:20]([C:21]3[CH:26]=[CH:25][C:24]([F:27])=[CH:23][CH:22]=3)[CH2:19][N:18]([C:28]3[CH2:32][CH2:31][C:30](=[O:33])[C:29]=3[CH2:34][C:35]#[N:36])[CH2:17]2)[CH3:14])[CH:6]=[C:7]([C:9]([F:12])([F:11])[F:10])[CH:8]=1.C(=O)([O-])[O-:40].[K+].[K+], predict the reaction product. The product is: [F:38][C:2]([F:1])([F:37])[C:3]1[CH:4]=[C:5]([C@H:13]([O:15][C@@H:16]2[C@@H:20]([C:21]3[CH:22]=[CH:23][C:24]([F:27])=[CH:25][CH:26]=3)[CH2:19][N:18]([C:28]3[CH2:32][CH2:31][C:30](=[O:33])[C:29]=3[CH2:34][C:35]([NH2:36])=[O:40])[CH2:17]2)[CH3:14])[CH:6]=[C:7]([C:9]([F:10])([F:11])[F:12])[CH:8]=1. (4) Given the reactants [C:1]([NH:5][S:6]([C:9]1[S:10][C:11]([C:14]2[N:19]=[C:18]([NH:20][C:21]3[CH:25]=[C:24]([CH:26]4[CH2:28][CH2:27]4)[NH:23][N:22]=3)[C:17]([CH2:29][O:30][Si](C(C)(C)C)(C)C)=[CH:16][N:15]=2)=[CH:12][CH:13]=1)(=[O:8])=[O:7])([CH3:4])([CH3:3])[CH3:2].CCCC[N+](CCCC)(CCCC)CCCC.[F-].O, predict the reaction product. The product is: [C:1]([NH:5][S:6]([C:9]1[S:10][C:11]([C:14]2[N:19]=[C:18]([NH:20][C:21]3[CH:25]=[C:24]([CH:26]4[CH2:28][CH2:27]4)[NH:23][N:22]=3)[C:17]([CH2:29][OH:30])=[CH:16][N:15]=2)=[CH:12][CH:13]=1)(=[O:7])=[O:8])([CH3:4])([CH3:2])[CH3:3]. (5) The product is: [F:1][C:2]([C:12]1[CH:17]=[CH:16][C:15]([C:26]2[CH:27]=[CH:28][CH:29]=[C:30]([NH:4][S:5]([CH3:8])(=[O:7])=[O:6])[CH:25]=2)=[CH:14][CH:13]=1)([CH3:11])[CH2:3][NH:4][S:5]([CH:8]([CH3:10])[CH3:9])(=[O:7])=[O:6]. Given the reactants [F:1][C:2]([C:12]1[CH:17]=[CH:16][C:15](I)=[CH:14][CH:13]=1)([CH3:11])[CH2:3][NH:4][S:5]([CH:8]([CH3:10])[CH3:9])(=[O:7])=[O:6].C(O)C.CO.C[CH2:25][CH2:26][CH2:27][CH2:28][CH2:29][CH3:30], predict the reaction product. (6) The product is: [F:1][C:2]1[C:16]([C:22]#[C:21][CH3:23])=[CH:15][C:5]([O:6][C:7]2[C:8]([NH2:14])=[N:9][C:10]([NH2:13])=[N:11][CH:12]=2)=[C:4]([CH:18]([CH3:20])[CH3:19])[CH:3]=1. Given the reactants [F:1][C:2]1[C:16](I)=[CH:15][C:5]([O:6][C:7]2[C:8]([NH2:14])=[N:9][C:10]([NH2:13])=[N:11][CH:12]=2)=[C:4]([CH:18]([CH3:20])[CH3:19])[CH:3]=1.[C:21]([C:23]1C(F)=CC(C(C)C)=C(C=1)OC1C(N)=NC(N)=NC=1)#[CH:22], predict the reaction product. (7) Given the reactants [I:1][C:2]1[C:12]2[CH2:11][CH2:10][NH:9][CH2:8][CH2:7][C:6]=2[CH:5]=[C:4]([N+:13]([O-:15])=[O:14])[CH:3]=1.CCN(C(C)C)C(C)C.[F:25][C:26]([F:37])([F:36])[C:27](O[C:27](=[O:28])[C:26]([F:37])([F:36])[F:25])=[O:28], predict the reaction product. The product is: [I:1][C:2]1[C:12]2[CH2:11][CH2:10][N:9]([C:27](=[O:28])[C:26]([F:37])([F:36])[F:25])[CH2:8][CH2:7][C:6]=2[CH:5]=[C:4]([N+:13]([O-:15])=[O:14])[CH:3]=1. (8) Given the reactants [H-].[Na+].[C:3]([C:6]1[CH:7]=[C:8]([CH:11]=[CH:12][CH:13]=1)[C:9]#[N:10])(=[O:5])[CH3:4].[C:14](=O)([O:18]CC)[O:15][CH2:16][CH3:17].[Cl-].[NH4+], predict the reaction product. The product is: [C:9]([C:8]1[CH:7]=[C:6]([C:3](=[O:5])[CH2:4][C:14]([O:15][CH2:16][CH3:17])=[O:18])[CH:13]=[CH:12][CH:11]=1)#[N:10]. (9) The product is: [CH3:1][N:2]1[C:10]2[C:5](=[CH:6][CH:7]=[C:8]([CH2:11][OH:12])[CH:9]=2)[CH2:4][CH2:3]1. Given the reactants [CH3:1][N:2]1[C:10]2[C:5](=[CH:6][CH:7]=[C:8]([C:11](O)=[O:12])[CH:9]=2)[CH2:4][CH2:3]1.O.[B-].[Na+], predict the reaction product.